Dataset: Forward reaction prediction with 1.9M reactions from USPTO patents (1976-2016). Task: Predict the product of the given reaction. Given the reactants [CH3:1][C:2]1[CH:7]=[C:6]([N+:8]([O-:10])=[O:9])[CH:5]=[CH:4][C:3]=1[C:11]1[CH:12]=[N:13][CH:14]=[CH:15][C:16]=1N.[F:18][B-](F)(F)F.[H+].N([O-])=O.[Na+].[OH-].[Na+], predict the reaction product. The product is: [F:18][C:16]1[CH:15]=[CH:14][N:13]=[CH:12][C:11]=1[C:3]1[CH:4]=[CH:5][C:6]([N+:8]([O-:10])=[O:9])=[CH:7][C:2]=1[CH3:1].